This data is from Full USPTO retrosynthesis dataset with 1.9M reactions from patents (1976-2016). The task is: Predict the reactants needed to synthesize the given product. (1) The reactants are: C[O:2][C:3](=O)[C:4]1[CH:9]=[CH:8][CH:7]=[C:6]([CH2:10][C:11]#[N:12])[CH:5]=1.B(OC)(OC)OC. Given the product [NH2:12][CH2:11][CH2:10][C:6]1[CH:5]=[C:4]([CH:9]=[CH:8][CH:7]=1)[CH2:3][OH:2], predict the reactants needed to synthesize it. (2) Given the product [CH2:21]([N:3]([CH2:1][CH3:2])[CH2:4][CH2:5][S:6][C:7]1[CH:12]=[CH:11][C:10](/[CH:13]=[CH:14]/[C:15]([O:17][CH3:28])=[O:16])=[CH:9][C:8]=1[N+:18]([O-:20])=[O:19])[CH3:22], predict the reactants needed to synthesize it. The reactants are: [CH2:1]([N:3]([CH2:21][CH3:22])[CH2:4][CH2:5][S:6][C:7]1[CH:12]=[CH:11][C:10]([CH:13]=[CH:14][C:15]([OH:17])=[O:16])=[CH:9][C:8]=1[N+:18]([O-:20])=[O:19])[CH3:2].S(=O)(=O)(O)O.[CH3:28]O. (3) Given the product [CH3:10][C:11]1[C:12]([C:31]2[CH:36]=[CH:35][CH:34]=[CH:33][CH:32]=2)=[C:13]([O:23][C:24]2[CH:30]=[CH:29][C:27]([NH:28][C:38](=[O:44])[CH2:39][C:40]([O:42][CH3:43])=[O:41])=[CH:26][CH:25]=2)[C:14]2[C:19]([CH:20]=1)=[CH:18][C:17]([O:21][CH3:22])=[CH:16][CH:15]=2, predict the reactants needed to synthesize it. The reactants are: C(N(C(C)C)C(C)C)C.[CH3:10][C:11]1[C:12]([C:31]2[CH:36]=[CH:35][CH:34]=[CH:33][CH:32]=2)=[C:13]([O:23][C:24]2[CH:30]=[CH:29][C:27]([NH2:28])=[CH:26][CH:25]=2)[C:14]2[C:19]([CH:20]=1)=[CH:18][C:17]([O:21][CH3:22])=[CH:16][CH:15]=2.Cl[C:38](=[O:44])[CH2:39][C:40]([O:42][CH3:43])=[O:41]. (4) Given the product [CH3:1][C:2]1[C:10]([CH3:11])=[CH:9][CH:8]=[CH:7][C:3]=1[C:4]([NH:20][CH2:19][CH:18]([N:12]1[CH2:17][CH2:16][O:15][CH2:14][CH2:13]1)[C:21]1[CH:22]=[CH:23][N:24]=[CH:25][CH:26]=1)=[O:6], predict the reactants needed to synthesize it. The reactants are: [CH3:1][C:2]1[C:10]([CH3:11])=[CH:9][CH:8]=[CH:7][C:3]=1[C:4]([OH:6])=O.[N:12]1([CH:18]([C:21]2[CH:26]=[CH:25][N:24]=[CH:23][CH:22]=2)[CH2:19][NH2:20])[CH2:17][CH2:16][O:15][CH2:14][CH2:13]1. (5) Given the product [Br:15][C:10]1[CH:9]=[C:8]([CH2:7][C@H:5]([NH:6][C:22](=[O:23])[C:21]2[CH:25]=[CH:26][C:18]([Cl:17])=[CH:19][C:20]=2[NH:27][S:28]([C:31]2[C:32]3[N:33]=[CH:34][CH:35]=[N:36][C:37]=3[CH:38]=[CH:39][CH:40]=2)(=[O:30])=[O:29])[C:4]([OH:3])=[O:16])[CH:13]=[CH:12][C:11]=1[Cl:14], predict the reactants needed to synthesize it. The reactants are: Cl.C[O:3][C:4](=[O:16])[C@H:5]([CH2:7][C:8]1[CH:13]=[CH:12][C:11]([Cl:14])=[C:10]([Br:15])[CH:9]=1)[NH2:6].[Cl:17][C:18]1[CH:26]=[CH:25][C:21]([C:22](O)=[O:23])=[C:20]([NH:27][S:28]([C:31]2[C:32]3[N:33]=[CH:34][CH:35]=[N:36][C:37]=3[CH:38]=[CH:39][CH:40]=2)(=[O:30])=[O:29])[CH:19]=1. (6) Given the product [Cl:1][C:2]1[CH:7]=[CH:6][C:5]([C:8]([F:9])([F:11])[F:10])=[CH:4][C:3]=1[N:12]1[CH2:17][CH2:16][N:15]([C:18]2[CH:22]=[C:21]([C:23]3[N:25]=[N:26][NH:27][N:24]=3)[O:20][N:19]=2)[CH2:14][CH2:13]1, predict the reactants needed to synthesize it. The reactants are: [Cl:1][C:2]1[CH:7]=[CH:6][C:5]([C:8]([F:11])([F:10])[F:9])=[CH:4][C:3]=1[N:12]1[CH2:17][CH2:16][N:15]([C:18]2[CH:22]=[C:21]([C:23]#[N:24])[O:20][N:19]=2)[CH2:14][CH2:13]1.[N-:25]=[N+:26]=[N-:27].[Na+].[Cl-].[NH4+].Cl. (7) Given the product [CH:7]1[N:8]([C@@H:11]2[O:25][C@H:24]([CH2:26][OH:27])[C@@H:13]([OH:14])[CH2:12]2)[C:9]2[C:5](=[C:4]([NH2:37])[N:3]=[C:2]([Cl:1])[N:10]=2)[N:6]=1, predict the reactants needed to synthesize it. The reactants are: [Cl:1][C:2]1[N:10]=[C:9]2[C:5]([N:6]=[CH:7][N:8]2[C@@H:11]2[O:25][C@H:24]([CH2:26][O:27]C(=O)C3C=CC(Cl)=CC=3)[C@@H:13]([O:14]C(=O)C3C=CC(Cl)=CC=3)[CH2:12]2)=[C:4]([NH:37][Si](C)(C)C)[N:3]=1.CO[Na].CO.